From a dataset of Full USPTO retrosynthesis dataset with 1.9M reactions from patents (1976-2016). Predict the reactants needed to synthesize the given product. Given the product [CH:1]1([CH2:5][C:6]([O:8][CH2:15][C:16]2[CH:21]=[CH:20][CH:19]=[CH:18][CH:17]=2)=[O:7])[CH2:4][CH2:3][CH2:2]1, predict the reactants needed to synthesize it. The reactants are: [CH:1]1([CH2:5][C:6]([OH:8])=[O:7])[CH2:4][CH2:3][CH2:2]1.C([O-])([O-])=O.[Cs+].[Cs+].[CH2:15](Br)[C:16]1[CH:21]=[CH:20][CH:19]=[CH:18][CH:17]=1.O.